Dataset: Full USPTO retrosynthesis dataset with 1.9M reactions from patents (1976-2016). Task: Predict the reactants needed to synthesize the given product. (1) The reactants are: [CH3:1][C:2]1[C:11]2[CH2:10][CH2:9][C:8](=[O:12])[NH:7][C:6]=2[N:5]=[C:4]([O:13][CH2:14][CH2:15][CH2:16][CH:17]=O)[CH:3]=1.[C:19]1([N:29]2[CH2:34][CH2:33][NH:32][CH2:31][CH2:30]2)[C:28]2[CH2:27][CH2:26][CH2:25][CH2:24][C:23]=2[CH:22]=[CH:21][CH:20]=1. Given the product [CH3:1][C:2]1[CH:3]=[C:4]([O:13][CH2:14][CH2:15][CH2:16][CH2:17][N:32]2[CH2:31][CH2:30][N:29]([C:19]3[C:28]4[CH2:27][CH2:26][CH2:25][CH2:24][C:23]=4[CH:22]=[CH:21][CH:20]=3)[CH2:34][CH2:33]2)[N:5]=[C:6]2[C:11]=1[CH2:10][CH2:9][C:8](=[O:12])[NH:7]2, predict the reactants needed to synthesize it. (2) Given the product [NH2:19][C:16]1[CH:17]=[CH:18][C:13]([C:12]([C:9]2[CH:10]=[CH:11][C:2]([F:1])=[C:3]([CH:8]=2)[C:4]([O:6][CH3:7])=[O:5])=[O:22])=[CH:14][CH:15]=1, predict the reactants needed to synthesize it. The reactants are: [F:1][C:2]1[CH:11]=[CH:10][C:9]([C:12](=[O:22])[C:13]2[CH:18]=[CH:17][C:16]([N+:19]([O-])=O)=[CH:15][CH:14]=2)=[CH:8][C:3]=1[C:4]([O:6][CH3:7])=[O:5]. (3) Given the product [OH:11][CH2:10][CH2:9][CH2:8][N:7]1[CH2:1][CH2:2][CH2:3][C:4]1=[O:5], predict the reactants needed to synthesize it. The reactants are: [C:1]1(=O)[O:5][CH2:4][CH2:3][CH2:2]1.[NH2:7][CH2:8][CH2:9][CH2:10][OH:11]. (4) Given the product [CH:8]1([N:14]2[C:18](=[O:19])[CH:17]=[C:21]([OH:22])[N:7]=[C:5]2[CH3:6])[CH2:13][CH2:12][CH2:11][CH2:10][CH2:9]1, predict the reactants needed to synthesize it. The reactants are: [Cl-].C[Al+]C.[C:5](#[N:7])[CH3:6].[CH:8]1([NH2:14])[CH2:13][CH2:12][CH2:11][CH2:10][CH2:9]1.C([C:17](CC)([C:21]([O-])=[O:22])[C:18]([O-])=[O:19])C.C[O-].[Na+].Cl. (5) Given the product [C:1]([C:4]1[C:22](=[O:23])[C@@:8]2([CH3:24])[C:9]3[C:15]([OH:16])=[CH:14][C:13]([O:17][CH3:18])=[C:12]([C:19]([NH:21][CH2:38][C:28]4[C:29]5[C:34](=[CH:33][CH:32]=[CH:31][CH:30]=5)[C:35]([CH3:37])=[CH:36][C:27]=4[CH3:26])=[O:20])[C:10]=3[O:11][C:7]2=[CH:6][C:5]=1[OH:25])(=[O:3])[CH3:2], predict the reactants needed to synthesize it. The reactants are: [C:1]([C:4]1[C:22](=[O:23])[C@@:8]2([CH3:24])[C:9]3[C:15]([OH:16])=[CH:14][C:13]([O:17][CH3:18])=[C:12]([C:19]([NH2:21])=[O:20])[C:10]=3[O:11][C:7]2=[CH:6][C:5]=1[OH:25])(=[O:3])[CH3:2].[CH3:26][C:27]1[CH:36]=[C:35]([CH3:37])[C:34]2[C:29](=[CH:30][CH:31]=[CH:32][CH:33]=2)[C:28]=1[CH:38]=O.C([SiH](CC)CC)C.FC(F)(F)C(O)=O. (6) The reactants are: [F:1][C:2]1[CH:3]=[C:4]([CH:6]=[CH:7][C:8]=1[F:9])[NH2:5].C(=O)(O)[O-].[Na+].[I:15]I.S([O-])([O-])(=O)=S.[Na+].[Na+]. Given the product [F:9][C:8]1[C:2]([F:1])=[CH:3][C:4]([NH2:5])=[C:6]([I:15])[CH:7]=1, predict the reactants needed to synthesize it. (7) Given the product [C:12]([C:11]1[CH:14]=[C:15]([CH:16]=[CH:17][C:10]=1[O:9][C:4]1[CH:5]=[N:6][C:7]([F:8])=[C:2]([F:1])[CH:3]=1)[CH2:18][O:19][C:23]1[CH:24]=[C:25]2[N:32]([C:33]([O:35][C:36]([CH3:39])([CH3:38])[CH3:37])=[O:34])[CH2:31][CH2:30][N:26]2[C:27](=[O:29])[N:28]=1)#[N:13], predict the reactants needed to synthesize it. The reactants are: [F:1][C:2]1[CH:3]=[C:4]([O:9][C:10]2[CH:17]=[CH:16][C:15]([CH2:18][OH:19])=[CH:14][C:11]=2[C:12]#[N:13])[CH:5]=[N:6][C:7]=1[F:8].[H-].[Na+].Cl[C:23]1[CH:24]=[C:25]2[N:32]([C:33]([O:35][C:36]([CH3:39])([CH3:38])[CH3:37])=[O:34])[CH2:31][CH2:30][N:26]2[C:27](=[O:29])[N:28]=1. (8) Given the product [Cl:9][C:4]1[N:3]=[C:2]([NH:16][C:15]2[CH:17]=[CH:18][C:12]([C:11]([F:10])([F:19])[F:20])=[CH:13][CH:14]=2)[CH:7]=[C:6]([CH3:8])[CH:5]=1, predict the reactants needed to synthesize it. The reactants are: Br[C:2]1[CH:7]=[C:6]([CH3:8])[CH:5]=[C:4]([Cl:9])[N:3]=1.[F:10][C:11]([F:20])([F:19])[C:12]1[CH:18]=[CH:17][C:15]([NH2:16])=[CH:14][CH:13]=1.CC([O-])(C)C.[K+]. (9) Given the product [C:1]([O:5][C:6](=[O:15])[NH:7][C@H:8]1[CH2:9][CH2:10][CH2:11][O:14][CH2:13]1)([CH3:4])([CH3:3])[CH3:2], predict the reactants needed to synthesize it. The reactants are: [C:1]([O:5][C:6](=[O:15])[NH:7][C@H:8]([CH2:13][OH:14])[CH2:9][CH2:10][CH2:11]O)([CH3:4])([CH3:3])[CH3:2].C(C=P(CCCC)(CCCC)CCCC)#N.